This data is from Full USPTO retrosynthesis dataset with 1.9M reactions from patents (1976-2016). The task is: Predict the reactants needed to synthesize the given product. (1) Given the product [C:2]1([C@@H:8]2[CH2:10][C@H:9]2[NH:11][C:29]([C:20]2[CH:21]=[CH:22][C:23]3[C:28](=[CH:27][CH:26]=[N:25][CH:24]=3)[N:19]=2)=[O:30])[CH:7]=[CH:6][CH:5]=[CH:4][CH:3]=1, predict the reactants needed to synthesize it. The reactants are: Cl.[C:2]1([C@@H:8]2[CH2:10][C@H:9]2[NH2:11])[CH:7]=[CH:6][CH:5]=[CH:4][CH:3]=1.C(N(CC)CC)C.[N:19]1[C:28]2[C:23](=[CH:24][N:25]=[CH:26][CH:27]=2)[CH:22]=[CH:21][C:20]=1[C:29](O)=[O:30].O.ON1C2C=CC=CC=2N=N1. (2) Given the product [F:31][C:8]1[CH:9]=[C:4]2[N:3]([CH2:17][C:18]([OH:20])=[O:19])[C:2](=[O:1])[N:10]([CH:11]3[CH2:12][CH2:13][NH:14][CH2:15][CH2:16]3)[C:5]2=[N:6][CH:7]=1, predict the reactants needed to synthesize it. The reactants are: [O:1]=[C:2]1[N:10]([CH:11]2[CH2:16][CH2:15][NH:14][CH2:13][CH2:12]2)[C:5]2=[N:6][CH:7]=[CH:8][CH:9]=[C:4]2[N:3]1[CH2:17][C:18]([OH:20])=[O:19].ClC1C([N+]([O-])=O)=CC([F:31])=CN=1. (3) Given the product [F:35][C:2]1[C:11]2[CH2:10][CH2:9][CH2:8][CH2:7][C:6]=2[CH:5]=[CH:4][C:3]=1[CH2:12][O:13][CH:14]1[CH2:19][CH2:18][CH2:17][CH2:16][O:15]1, predict the reactants needed to synthesize it. The reactants are: Br[C:2]1[C:11]2[CH2:10][CH2:9][CH2:8][CH2:7][C:6]=2[CH:5]=[CH:4][C:3]=1[CH2:12][O:13][CH:14]1[CH2:19][CH2:18][CH2:17][CH2:16][O:15]1.[Li]CCCC.C1C=CC(S(N(S(C2C=CC=CC=2)(=O)=O)[F:35])(=O)=O)=CC=1.O. (4) Given the product [NH2:1][C:4]1[CH:26]=[CH:25][CH:24]=[CH:23][C:5]=1[NH:6][C:7]1[CH:8]=[CH:9][C:10]2[C:16](=[O:17])[C:15]3[CH:18]=[CH:19][CH:20]=[CH:21][C:14]=3[CH2:13][O:12][C:11]=2[CH:22]=1, predict the reactants needed to synthesize it. The reactants are: [N+:1]([C:4]1[CH:26]=[CH:25][CH:24]=[CH:23][C:5]=1[NH:6][C:7]1[CH:8]=[CH:9][C:10]2[C:16](=[O:17])[C:15]3[CH:18]=[CH:19][CH:20]=[CH:21][C:14]=3[CH2:13][O:12][C:11]=2[CH:22]=1)([O-])=O.O.O.[Sn](Cl)Cl.[OH-].[Na+].